This data is from Catalyst prediction with 721,799 reactions and 888 catalyst types from USPTO. The task is: Predict which catalyst facilitates the given reaction. (1) Reactant: [Cl:1][C:2]1[CH:3]=[C:4]([CH:9]=[C:10]([Cl:29])[C:11]=1[C:12]([C:14]1[C:22]2[C:17](=[C:18]([NH:23][C:24]([CH:26]3[CH2:28][CH2:27]3)=[O:25])[N:19]=[CH:20][CH:21]=2)[NH:16][CH:15]=1)=[O:13])[C:5]([O:7]C)=[O:6].[OH-].[Na+].O.Cl. Product: [Cl:29][C:10]1[CH:9]=[C:4]([CH:3]=[C:2]([Cl:1])[C:11]=1[C:12]([C:14]1[C:22]2[C:17](=[C:18]([NH:23][C:24]([CH:26]3[CH2:28][CH2:27]3)=[O:25])[N:19]=[CH:20][CH:21]=2)[NH:16][CH:15]=1)=[O:13])[C:5]([OH:7])=[O:6]. The catalyst class is: 7. (2) Reactant: C([O-])([O-])=O.[Na+].[Na+].Br[C:8]1[CH:9]=[C:10]([C:14]2[CH:19]=[C:18]([NH:20][C:21]([CH3:24])([CH3:23])[CH3:22])[N:17]=[C:16]([C:25]3[CH:30]=[CH:29][CH:28]=[CH:27][N:26]=3)[CH:15]=2)[CH:11]=[N:12][CH:13]=1.CO[CH2:33][CH2:34][O:35][CH3:36]. Product: [C:21]([NH:20][C:18]1[N:17]=[C:16]([C:25]2[CH:30]=[CH:29][CH:28]=[CH:27][N:26]=2)[CH:15]=[C:14]([C:10]2[CH:11]=[N:12][CH:13]=[C:8]([C:10]3[CH:9]=[CH:8][CH:13]=[C:34]([O:35][CH3:36])[CH:33]=3)[CH:9]=2)[CH:19]=1)([CH3:24])([CH3:23])[CH3:22]. The catalyst class is: 2. (3) Reactant: [N:1]1[C:8]([Cl:9])=[N:7][C:5](Cl)=[N:4][C:2]=1[Cl:3].[NH2:10][C@@H:11]1[C:19]2[C:14](=[CH:15][CH:16]=[CH:17][CH:18]=2)[CH2:13][CH2:12]1.CCN(C(C)C)C(C)C.O. Product: [Cl:9][C:8]1[N:1]=[C:2]([Cl:3])[N:4]=[C:5]([NH:10][C@@H:11]2[C:19]3[C:14](=[CH:15][CH:16]=[CH:17][CH:18]=3)[CH2:13][CH2:12]2)[N:7]=1. The catalyst class is: 1. (4) Reactant: [C:1]([CH:8]1[CH2:13][C:12]2([CH2:16][NH2:17])[CH2:14][CH2:15][C:9]1([C:18]([NH2:20])=O)[CH2:10][CH2:11]2)([O:3][C:4]([CH3:7])([CH3:6])[CH3:5])=[O:2].[OH-].COC(NS([N+](CC)(CC)CC)(=O)=O)=O.C(Cl)(Cl)Cl.CO.O.O. Product: [C:1]([CH:8]1[CH2:13][C:12]2([CH2:16][NH2:17])[CH2:11][CH2:10][C:9]1([C:18]#[N:20])[CH2:15][CH2:14]2)([O:3][C:4]([CH3:7])([CH3:6])[CH3:5])=[O:2]. The catalyst class is: 202. (5) Reactant: [CH2:1]([O:8][CH2:9][CH:10]([CH2:12][O:13][CH2:14][C:15]1[CH:20]=[CH:19][CH:18]=[CH:17][CH:16]=1)[OH:11])[C:2]1[CH:7]=[CH:6][CH:5]=[CH:4][CH:3]=1.CC1(C)N([O])C(C)(C)CCC1.C(=O)(O)[O-].[Na+].Cl[O-].[Na+].Cl. Product: [CH2:1]([O:8][CH2:9][C:10](=[O:11])[CH2:12][O:13][CH2:14][C:15]1[CH:20]=[CH:19][CH:18]=[CH:17][CH:16]=1)[C:2]1[CH:3]=[CH:4][CH:5]=[CH:6][CH:7]=1. The catalyst class is: 47. (6) Reactant: [Cl:1][C:2]1[CH:7]=[CH:6][C:5]([C:8]2[C:9](=[O:28])[O:10][C:11]3[C:16]([C:17]=2[CH2:18][C:19]2[CH:24]=[CH:23][C:22]([OH:25])=[CH:21][CH:20]=2)=[CH:15][CH:14]=[C:13]([O:26][CH3:27])[CH:12]=3)=[CH:4][CH:3]=1.[Br:29][CH:30](Br)[CH3:31].C([O-])([O-])=O.[K+].[K+]. Product: [Cl:1][C:2]1[CH:3]=[CH:4][C:5]([C:8]2[C:9](=[O:28])[O:10][C:11]3[C:16]([C:17]=2[CH2:18][C:19]2[CH:24]=[CH:23][C:22]([O:25][CH2:31][CH2:30][Br:29])=[CH:21][CH:20]=2)=[CH:15][CH:14]=[C:13]([O:26][CH3:27])[CH:12]=3)=[CH:6][CH:7]=1. The catalyst class is: 21. (7) Reactant: Cl.[NH2:2][CH:3]([C:6]1[CH:11]=[CH:10][CH:9]=[CH:8][CH:7]=1)[C:4]#[N:5].[C:12]([N:29]=[C:30]=[S:31])([O:14][CH2:15][CH:16]1[C:28]2[C:23](=[CH:24][CH:25]=[CH:26][CH:27]=2)[C:22]2[C:17]1=[CH:18][CH:19]=[CH:20][CH:21]=2)=[O:13].C(N(C(C)C)C(C)C)C.C(=O)(O)[O-].[Na+]. Product: [NH2:5][C:4]1[S:31][C:30]([NH:29][C:12]([O:14][CH2:15][CH:16]2[C:17]3[C:22](=[CH:21][CH:20]=[CH:19][CH:18]=3)[C:23]3[C:28]2=[CH:27][CH:26]=[CH:25][CH:24]=3)=[O:13])=[N:2][C:3]=1[C:6]1[CH:11]=[CH:10][CH:9]=[CH:8][CH:7]=1. The catalyst class is: 2. (8) Reactant: [ClH:1].C(OCC)C.C([NH:14][CH2:15][C:16](=[O:36])[CH2:17][CH2:18][C:19]([O:21][CH2:22][CH2:23][CH2:24][CH2:25][CH2:26][CH2:27][CH2:28][CH2:29][CH2:30][CH2:31][CH2:32][C:33]([OH:35])=[O:34])=[O:20])(OC(C)(C)C)=O. Product: [ClH:1].[NH2:14][CH2:15][C:16](=[O:36])[CH2:17][CH2:18][C:19]([O:21][CH2:22][CH2:23][CH2:24][CH2:25][CH2:26][CH2:27][CH2:28][CH2:29][CH2:30][CH2:31][CH2:32][C:33]([OH:35])=[O:34])=[O:20]. The catalyst class is: 13. (9) Reactant: [CH3:1][O:2][CH:3]1[CH2:6][N:5]([C:7]([C:9]2[CH:18]=[CH:17][C:16]3[C:11](=[C:12]([C:19]4[CH:24]=[CH:23][C:22]([C:25]5[CH:29]=[CH:28][N:27]([CH3:30])[N:26]=5)=[CH:21][CH:20]=4)[CH:13]=[N:14][CH:15]=3)[N:10]=2)=[O:8])[CH2:4]1.C(OO)(=O)C.C1(C)C=CC(S(Cl)(=O)=O)=CC=1.C(C[NH2:50])O. Product: [NH2:50][C:15]1[N:14]=[CH:13][C:12]([C:19]2[CH:24]=[CH:23][C:22]([C:25]3[CH:29]=[CH:28][N:27]([CH3:30])[N:26]=3)=[CH:21][CH:20]=2)=[C:11]2[C:16]=1[CH:17]=[CH:18][C:9]([C:7]([N:5]1[CH2:6][CH:3]([O:2][CH3:1])[CH2:4]1)=[O:8])=[N:10]2. The catalyst class is: 34. (10) Reactant: ClC(Cl)(OC(=O)[O:6][C:7]([Cl:10])(Cl)Cl)Cl.C(N(CC)CC)C.Cl.[F:21][C:22]1[CH:27]=[CH:26][C:25]([N:28]2[C:32]3[N:33]=[CH:34][N:35]([CH2:38][C:39]4([OH:45])[CH2:44][CH2:43][NH:42][CH2:41][CH2:40]4)[C:36](=[O:37])[C:31]=3[CH:30]=[N:29]2)=[CH:24][CH:23]=1. Product: [F:21][C:22]1[CH:23]=[CH:24][C:25]([N:28]2[C:32]3[N:33]=[CH:34][N:35]([CH2:38][C:39]4([OH:45])[CH2:44][CH2:43][N:42]([C:7]([Cl:10])=[O:6])[CH2:41][CH2:40]4)[C:36](=[O:37])[C:31]=3[CH:30]=[N:29]2)=[CH:26][CH:27]=1. The catalyst class is: 1.